This data is from Reaction yield outcomes from USPTO patents with 853,638 reactions. The task is: Predict the reaction yield, written as a fraction of the theoretical maximum amount of product (1.0 means a 100% yield; for example, 0.34 means a 34% yield). (1) The reactants are [Br:1][C:2]1[CH:3]=[C:4]2[C:9](=[CH:10][C:11]=1[F:12])[NH:8][C:7](=[O:13])[N:6]([CH2:14][CH3:15])[C:5]2=[O:16].C(=O)([O-])[O-].[K+].[K+].[CH2:23](I)[CH3:24]. The catalyst is CN(C=O)C. The product is [Br:1][C:2]1[CH:3]=[C:4]2[C:9](=[CH:10][C:11]=1[F:12])[N:8]([CH2:23][CH3:24])[C:7](=[O:13])[N:6]([CH2:14][CH3:15])[C:5]2=[O:16]. The yield is 0.400. (2) The reactants are C(O)(C(F)(F)F)=O.[Cl:8][C:9]1[CH:14]=[CH:13][CH:12]=[CH:11][C:10]=1[N:15]1[CH:45]=[CH:44][C:18]2[N:19]=[C:20]([NH:23][C:24]3[CH:29]=[CH:28][C:27]([N:30]4[CH2:35][CH2:34][N:33](C(OC(C)(C)C)=O)[CH2:32][CH2:31]4)=[C:26]([CH3:43])[CH:25]=3)[N:21]=[CH:22][C:17]=2[C:16]1=[O:46]. The catalyst is C(Cl)Cl. The product is [Cl:8][C:9]1[CH:14]=[CH:13][CH:12]=[CH:11][C:10]=1[N:15]1[CH:45]=[CH:44][C:18]2[N:19]=[C:20]([NH:23][C:24]3[CH:29]=[CH:28][C:27]([N:30]4[CH2:35][CH2:34][NH:33][CH2:32][CH2:31]4)=[C:26]([CH3:43])[CH:25]=3)[N:21]=[CH:22][C:17]=2[C:16]1=[O:46]. The yield is 0.510. (3) The reactants are Br[C:2]1[CH:3]=[C:4]([CH:9]=[C:10]([N+:12]([O-:14])=[O:13])[CH:11]=1)[C:5]([O:7][CH3:8])=[O:6].[CH3:15][Si:16]([C:19]#[CH:20])([CH3:18])[CH3:17].C(N(CC)CC)C. The catalyst is CN(C=O)C.C(OCC)(=O)C.Cl.Cl[Pd](Cl)([P](C1C=CC=CC=1)(C1C=CC=CC=1)C1C=CC=CC=1)[P](C1C=CC=CC=1)(C1C=CC=CC=1)C1C=CC=CC=1.[Cu]I. The product is [N+:12]([C:10]1[CH:9]=[C:4]([CH:3]=[C:2]([C:20]#[C:19][Si:16]([CH3:18])([CH3:17])[CH3:15])[CH:11]=1)[C:5]([O:7][CH3:8])=[O:6])([O-:14])=[O:13]. The yield is 0.880. (4) The reactants are C1C=C[NH+]=CC=1.[O-][Cr](Cl)(=O)=O.S([O-])([O-])(=O)=O.[Mg+2].[CH2:18]([C:22]1[C:26]([CH2:27][OH:28])=[C:25]([CH3:29])[O:24][N:23]=1)[CH2:19][CH2:20][CH3:21]. The catalyst is C(Cl)Cl.CCOCC. The product is [CH2:18]([C:22]1[C:26]([CH:27]=[O:28])=[C:25]([CH3:29])[O:24][N:23]=1)[CH2:19][CH2:20][CH3:21]. The yield is 0.840. (5) The reactants are [BH4-].[Na+].[F:3][C:4]1([F:38])[O:8][C:7]2[CH:9]=[CH:10][C:11]([C:13]3([C:16]([NH:18][C:19]4[N:24]=[C:23]([C:25]5[CH:26]=[C:27]([CH:31]=[CH:32][CH:33]=5)[C:28]([OH:30])=[O:29])[C:22]([C:34](OC)=[O:35])=[CH:21][CH:20]=4)=[O:17])[CH2:15][CH2:14]3)=[CH:12][C:6]=2[O:5]1. The yield is 0.400. The product is [F:38][C:4]1([F:3])[O:8][C:7]2[CH:9]=[CH:10][C:11]([C:13]3([C:16]([NH:18][C:19]4[N:24]=[C:23]([C:25]5[CH:26]=[C:27]([CH:31]=[CH:32][CH:33]=5)[C:28]([OH:30])=[O:29])[C:22]([CH2:34][OH:35])=[CH:21][CH:20]=4)=[O:17])[CH2:14][CH2:15]3)=[CH:12][C:6]=2[O:5]1. The catalyst is C1COCC1. (6) The reactants are [CH3:1][C:2]1[C:10]([N+:11]([O-:13])=[O:12])=[CH:9][CH:8]=[CH:7][C:3]=1[C:4]([OH:6])=[O:5].[Br:14]N1C(C)(C)C(=O)N(Br)C1=O. The product is [Br:14][C:8]1[CH:9]=[C:10]([N+:11]([O-:13])=[O:12])[C:2]([CH3:1])=[C:3]([CH:7]=1)[C:4]([OH:6])=[O:5]. The catalyst is OS(O)(=O)=O. The yield is 0.990. (7) The reactants are [CH3:1][O:2][C:3]1[C:4]([O:12][CH2:13][CH2:14][CH3:15])=[C:5]([CH:9]=[CH:10][CH:11]=1)[CH2:6]CN.[C:16](Cl)(=[O:19])[CH:17]=[CH2:18].C[CH2:22][N:23](CC)CC. The catalyst is C(Cl)Cl. The product is [CH3:1][O:2][C:3]1[C:4]([O:12][CH2:13][CH2:14][CH3:15])=[C:5]([CH:9]=[CH:10][CH:11]=1)[CH2:6][N:23]([CH3:22])[C:16](=[O:19])[CH:17]=[CH2:18]. The yield is 0.880.